This data is from Catalyst prediction with 721,799 reactions and 888 catalyst types from USPTO. The task is: Predict which catalyst facilitates the given reaction. Reactant: Cl[CH2:2][C:3]1[C:4]([C:16]2[CH:21]=[CH:20][C:19]([O:22][CH2:23][O:24][CH3:25])=[CH:18][C:17]=2[O:26][CH3:27])=[CH:5][CH:6]=[C:7]2[C:12]=1[NH:11][C:10](=[O:13])[C:9]([CH3:15])([CH3:14])[NH:8]2.[CH3:28][C:29]1[S:33][C:32]([C:34]([OH:36])=[O:35])=[CH:31][CH:30]=1.C(=O)([O-])[O-].[K+].[K+]. The catalyst class is: 42. Product: [CH3:27][O:26][C:17]1[CH:18]=[C:19]([O:22][CH2:23][O:24][CH3:25])[CH:20]=[CH:21][C:16]=1[C:4]1[C:3]([CH2:2][O:36][C:34]([C:32]2[S:33][C:29]([CH3:28])=[CH:30][CH:31]=2)=[O:35])=[C:12]2[C:7]([NH:8][C:9]([CH3:15])([CH3:14])[C:10](=[O:13])[NH:11]2)=[CH:6][CH:5]=1.